This data is from Forward reaction prediction with 1.9M reactions from USPTO patents (1976-2016). The task is: Predict the product of the given reaction. (1) Given the reactants [Cl:1][C:2]1[CH:10]=[C:9]2[C:5]([C:6]3([C@@H:15]([C:16]4[CH:21]=[CH:20][CH:19]=[C:18]([Cl:22])[C:17]=4[F:23])[C@H:14]([C:24]([NH:26][C@H:27]4[CH2:32][CH2:31][C@H:30]([OH:33])[CH2:29][CH2:28]4)=[O:25])[N:13]([C@H](C4C=CC=CC=4)[C@@H](O)C4C=CC=CC=4)[C:12]43[CH2:53][CH2:52][C:51]([CH3:55])([CH3:54])[CH2:50][CH2:49]4)[C:7](=[O:11])[NH:8]2)=[CH:4][CH:3]=1.[N+]([O-])([O-])=O.[NH4+].[NH4+].[Ce+4].[N+]([O-])([O-])=O.[N+]([O-])([O-])=O.[N+]([O-])([O-])=O.[N+]([O-])([O-])=O.[N+]([O-])([O-])=O.C(=O)([O-])[O-].[K+].[K+], predict the reaction product. The product is: [Cl:1][C:2]1[CH:10]=[C:9]2[C:5]([C@@:6]3([C@@H:15]([C:16]4[CH:21]=[CH:20][CH:19]=[C:18]([Cl:22])[C:17]=4[F:23])[C@H:14]([C:24]([NH:26][C@H:27]4[CH2:32][CH2:31][C@H:30]([OH:33])[CH2:29][CH2:28]4)=[O:25])[NH:13][C:12]43[CH2:49][CH2:50][C:51]([CH3:55])([CH3:54])[CH2:52][CH2:53]4)[C:7](=[O:11])[NH:8]2)=[CH:4][CH:3]=1. (2) Given the reactants [F:1][C:2]1[CH:26]=[CH:25][C:5]([O:6][C:7]2[CH:12]=[CH:11][C:10]([C:13]3[C:18]4=[N:19][S:20](=[O:24])(=[O:23])[CH2:21][CH2:22][N:17]4[CH:16]=[CH:15][CH:14]=3)=[CH:9][CH:8]=2)=[C:4]([CH3:27])[CH:3]=1, predict the reaction product. The product is: [F:1][C:2]1[CH:26]=[CH:25][C:5]([O:6][C:7]2[CH:8]=[CH:9][C:10]([CH:13]3[C:18]4=[N:19][S:20](=[O:24])(=[O:23])[CH2:21][CH2:22][N:17]4[CH2:16][CH2:15][CH2:14]3)=[CH:11][CH:12]=2)=[C:4]([CH3:27])[CH:3]=1. (3) Given the reactants [CH3:1][O:2][C:3](=[O:53])[C@@H:4]([NH:20][C:21]([CH:23]1[CH2:32][C:31]2[CH:30]=[C:29]3[O:33][CH2:34][C@H:35]([C:37]4[CH:42]=[CH:41][C:40]([O:43][CH2:44][C:45]5[CH:50]=[CH:49][C:48]([Cl:51])=[C:47]([Cl:52])[CH:46]=5)=[CH:39][CH:38]=4)[O:36][C:28]3=[CH:27][C:26]=2[CH2:25][NH:24]1)=[O:22])[CH2:5][C:6]1[CH:11]=[CH:10][C:9]([C:12]2[CH:17]=[CH:16][C:15]([C:18]#[N:19])=[CH:14][CH:13]=2)=[CH:8][CH:7]=1.[CH:54]1[CH:59]=[CH:58][CH:57]=[CH:56][CH:55]=1, predict the reaction product. The product is: [CH3:1][O:2][C:3](=[O:53])[C@@H:4]([NH:20][C:21]([CH:23]1[CH2:32][C:31]2[CH:30]=[C:29]3[O:33][CH2:34][C@H:35]([C:37]4[CH:42]=[CH:41][C:40]([O:43][CH2:44][C:45]5[CH:50]=[CH:49][C:48]([Cl:51])=[C:47]([Cl:52])[CH:46]=5)=[CH:39][CH:38]=4)[O:36][C:28]3=[CH:27][C:26]=2[CH2:25][N:24]1[C:21](=[O:22])[NH:20][C@H:4]([C:54]1[CH:59]=[CH:58][CH:57]=[CH:56][CH:55]=1)[CH3:3])=[O:22])[CH2:5][C:6]1[CH:11]=[CH:10][C:9]([C:12]2[CH:13]=[CH:14][C:15]([C:18]#[N:19])=[CH:16][CH:17]=2)=[CH:8][CH:7]=1. (4) Given the reactants C(O[C:6]([N:8]1[CH2:13][CH2:12][CH:11]([CH2:14][CH2:15][O:16][C:17]2[CH:22]=[CH:21][C:20]([F:23])=[CH:19][CH:18]=2)[CH2:10][CH2:9]1)=O)(C)(C)C.ClC[C:26]1[N:30]([CH3:31])[C:29]2[CH:32]=[CH:33][CH:34]=[CH:35][C:28]=2[N:27]=1.C(=O)([O-])[O-].[K+].[K+], predict the reaction product. The product is: [F:23][C:20]1[CH:19]=[CH:18][C:17]([O:16][CH2:15][CH2:14][CH:11]2[CH2:10][CH2:9][N:8]([CH2:6][C:26]3[N:30]([CH3:31])[C:29]4[CH:32]=[CH:33][CH:34]=[CH:35][C:28]=4[N:27]=3)[CH2:13][CH2:12]2)=[CH:22][CH:21]=1. (5) Given the reactants Cl([O-])=[O:2].[Na+].C(O)(=[O:7])C.[C:9]([O:17][CH2:18][CH3:19])(=[O:16])[CH2:10][C:11]([O:13][CH2:14][CH3:15])=[O:12], predict the reaction product. The product is: [OH2:2].[O:7]=[C:10]([C:11]([O:13][CH2:14][CH3:15])=[O:12])[C:9]([O:17][CH2:18][CH3:19])=[O:16]. (6) Given the reactants C([O:4][C@H:5](/[CH:7]=[CH:8]\[C:9]([NH:11][C@@H:12]1[CH2:17][C@H:16]([CH3:18])[C@H:15]([CH2:19]/[CH:20]=[C:21](\[CH3:24])/[CH:22]=[CH2:23])[O:14][C@@H:13]1[CH3:25])=[O:10])[CH3:6])(=O)C.C([O-])([O-])=O.[K+].[K+], predict the reaction product. The product is: [CH3:25][C@@H:13]1[C@H:12]([NH:11][C:9](=[O:10])/[CH:8]=[CH:7]\[C@@H:5]([OH:4])[CH3:6])[CH2:17][C@H:16]([CH3:18])[C@H:15]([CH2:19]/[CH:20]=[C:21](\[CH3:24])/[CH:22]=[CH2:23])[O:14]1.